Dataset: Full USPTO retrosynthesis dataset with 1.9M reactions from patents (1976-2016). Task: Predict the reactants needed to synthesize the given product. (1) Given the product [ClH:34].[C:28]1([N:21]2[C:22]([C:24]([F:26])([F:27])[F:25])=[CH:23][C:19]([CH2:18][O:17][C:13]3[CH:12]=[C:11]4[C:16](=[CH:15][CH:14]=3)[NH:8][CH2:9][CH2:10]4)=[N:20]2)[CH:29]=[CH:30][CH:31]=[CH:32][CH:33]=1, predict the reactants needed to synthesize it. The reactants are: C(OC([N:8]1[C:16]2[C:11](=[CH:12][C:13]([O:17][CH2:18][C:19]3[CH:23]=[C:22]([C:24]([F:27])([F:26])[F:25])[N:21]([C:28]4[CH:33]=[CH:32][CH:31]=[CH:30][CH:29]=4)[N:20]=3)=[CH:14][CH:15]=2)[CH2:10][CH2:9]1)=O)(C)(C)C.[ClH:34].O1CCOCC1. (2) Given the product [Br:21][CH2:22][CH2:23][N:7]1[CH2:8][CH2:9][N:5]([CH2:4][CH2:3][CH2:2][OH:1])[C:6]1=[C:10]([C:11]#[N:12])[C:13]#[N:14], predict the reactants needed to synthesize it. The reactants are: [OH:1][CH2:2][CH2:3][CH2:4][N:5]1[CH2:9][CH2:8][NH:7][C:6]1=[C:10]([C:13]#[N:14])[C:11]#[N:12].C(=O)([O-])[O-].[K+].[K+].[Br:21][CH2:22][CH2:23]Br. (3) The reactants are: [Na].[C:2]([C:6]1[CH:11]=[C:10]([C:12]([CH3:15])([CH3:14])[CH3:13])[CH:9]=[CH:8][C:7]=1[OH:16])([CH3:5])([CH3:4])[CH3:3].[C:17](=[O:19])=[O:18]. Given the product [C:2]([C:6]1[C:7]([OH:16])=[C:8]([CH:9]=[C:10]([C:12]([CH3:15])([CH3:14])[CH3:13])[CH:11]=1)[C:17]([OH:19])=[O:18])([CH3:5])([CH3:4])[CH3:3], predict the reactants needed to synthesize it. (4) Given the product [Cl:21][C:2]1[C:14]2[C:13]3[C:8](=[CH:9][C:10]([C:15]([O:17][CH3:18])=[O:16])=[CH:11][CH:12]=3)[NH:7][C:6]=2[N:5]=[CH:4][N:3]=1, predict the reactants needed to synthesize it. The reactants are: O[C:2]1[C:14]2[C:13]3[C:8](=[CH:9][C:10]([C:15]([O:17][CH3:18])=[O:16])=[CH:11][CH:12]=3)[NH:7][C:6]=2[N:5]=[CH:4][N:3]=1.P(Cl)(Cl)([Cl:21])=O. (5) Given the product [NH:1]1[C:9]2[C:4](=[C:5]([C:10]3[CH:15]=[CH:14][N:13]=[C:12]4[NH:16][C:17]([C:19]5[CH:20]=[C:21]([S:25]([NH:28][CH2:29][CH2:30][CH2:31][OH:32])(=[O:27])=[O:26])[CH:22]=[CH:23][CH:24]=5)=[CH:18][C:11]=34)[CH:6]=[CH:7][CH:8]=2)[CH:3]=[CH:2]1, predict the reactants needed to synthesize it. The reactants are: [NH:1]1[C:9]2[C:4](=[C:5]([C:10]3[CH:15]=[CH:14][N:13]=[C:12]4[N:16](S(C5C=CC(C)=CC=5)(=O)=O)[C:17]([C:19]5[CH:20]=[C:21]([S:25]([NH:28][CH2:29][CH2:30][CH2:31][OH:32])(=[O:27])=[O:26])[CH:22]=[CH:23][CH:24]=5)=[CH:18][C:11]=34)[CH:6]=[CH:7][CH:8]=2)[CH:3]=[CH:2]1.[OH-].[Na+]. (6) The reactants are: [F:1][C:2]1[CH:7]=[CH:6][C:5]([CH:8]([CH2:11][C:12]2[CH:17]=[CH:16][CH:15]=[CH:14][N:13]=2)[C:9]#[N:10])=[CH:4][CH:3]=1.[H-].[Na+].F[C:21]1[CH:26]=[C:25]([C:27]([F:30])([F:29])[F:28])[C:24]([N+:31]([O-:33])=[O:32])=[CH:23][CH:22]=1. Given the product [F:1][C:2]1[CH:7]=[CH:6][C:5]([C:8]([C:21]2[CH:22]=[CH:23][C:24]([N+:31]([O-:33])=[O:32])=[C:25]([C:27]([F:28])([F:30])[F:29])[CH:26]=2)([CH2:11][C:12]2[CH:17]=[CH:16][CH:15]=[CH:14][N:13]=2)[C:9]#[N:10])=[CH:4][CH:3]=1, predict the reactants needed to synthesize it. (7) The reactants are: [C:1]([O:5][C@@H:6]([C:12]1[C:13]([CH3:34])=[N:14][C:15]([CH3:33])=[C:16]([C:26]2[CH:31]=[CH:30][C:29](O)=[CH:28][CH:27]=2)[C:17]=1[N:18]1[CH2:23][CH2:22][C:21]([CH3:25])([CH3:24])[CH2:20][CH2:19]1)[C:7]([O:9]CC)=[O:8])([CH3:4])([CH3:3])[CH3:2].[F:35][C:36]1[CH:41]=[C:40]([F:42])[C:39]([F:43])=[CH:38][C:37]=1[CH2:44][CH2:45][OH:46].C1C=CC(P(C2C=CC=CC=2)C2C=CC=CC=2)=CC=1.CC(OC(/N=N/C(OC(C)C)=O)=O)C.[OH-].[Na+]. Given the product [C:1]([O:5][C@@H:6]([C:12]1[C:13]([CH3:34])=[N:14][C:15]([CH3:33])=[C:16]([C:26]2[CH:27]=[CH:28][C:29]([O:46][CH2:45][CH2:44][C:37]3[CH:38]=[C:39]([F:43])[C:40]([F:42])=[CH:41][C:36]=3[F:35])=[CH:30][CH:31]=2)[C:17]=1[N:18]1[CH2:19][CH2:20][C:21]([CH3:25])([CH3:24])[CH2:22][CH2:23]1)[C:7]([OH:9])=[O:8])([CH3:4])([CH3:2])[CH3:3], predict the reactants needed to synthesize it. (8) Given the product [ClH:40].[OH:2][C:3]1[CH:4]=[C:5]2[C:10](=[CH:11][CH:12]=1)[C:9]([O:13][C:14]1[CH:19]=[CH:18][C:17]([O:20][CH2:21][CH2:22][N:23]3[CH2:24][CH2:25][CH2:26][CH2:27][CH2:28]3)=[CH:16][CH:15]=1)=[C:8]([C:29]1[CH:30]=[CH:31][C:32]([S:35]([NH:38][CH3:39])(=[O:36])=[O:37])=[CH:33][CH:34]=1)[CH:7]=[CH:6]2, predict the reactants needed to synthesize it. The reactants are: C[O:2][C:3]1[CH:4]=[C:5]2[C:10](=[CH:11][CH:12]=1)[C:9]([O:13][C:14]1[CH:19]=[CH:18][C:17]([O:20][CH2:21][CH2:22][N:23]3[CH2:28][CH2:27][CH2:26][CH2:25][CH2:24]3)=[CH:16][CH:15]=1)=[C:8]([C:29]1[CH:34]=[CH:33][C:32]([S:35]([NH:38][CH3:39])(=[O:37])=[O:36])=[CH:31][CH:30]=1)[CH:7]=[CH:6]2.[ClH:40].C(OCC)C.B(Br)(Br)Br. (9) The reactants are: [F:1][C:2]1([C:6]2[C:7]([O:15][CH2:16][C:17]([F:20])([F:19])[F:18])=[CH:8][C:9]([C:12]([OH:14])=O)=[N:10][CH:11]=2)[CH2:5][O:4][CH2:3]1.[CH:21]1([CH2:24][C:25]([NH2:33])([CH3:32])[C:26]2[N:30]=[C:29]([CH3:31])[O:28][N:27]=2)[CH2:23][CH2:22]1. Given the product [CH:21]1([CH2:24][C:25]([NH:33][C:12]([C:9]2[CH:8]=[C:7]([O:15][CH2:16][C:17]([F:20])([F:19])[F:18])[C:6]([C:2]3([F:1])[CH2:3][O:4][CH2:5]3)=[CH:11][N:10]=2)=[O:14])([C:26]2[N:30]=[C:29]([CH3:31])[O:28][N:27]=2)[CH3:32])[CH2:23][CH2:22]1, predict the reactants needed to synthesize it.